Dataset: Catalyst prediction with 721,799 reactions and 888 catalyst types from USPTO. Task: Predict which catalyst facilitates the given reaction. (1) Reactant: [ClH:1].[N:2]1([CH2:8][CH2:9][NH:10][C:11]([C:13]2[CH:14]=[C:15]([C:19]3[CH:24]=[CH:23][CH:22]=[C:21]([CH2:25][C@H:26]([NH:41][C:42]([C@H:44]4[CH2:49][CH2:48][C@H:47]([CH2:50][NH:51]C(=O)OC(C)(C)C)[CH2:46][CH2:45]4)=[O:43])[C:27](=[O:40])[NH:28][C:29]4[CH:34]=[CH:33][C:32]([C:35]5[NH:39][N:38]=[N:37][N:36]=5)=[CH:31][CH:30]=4)[CH:20]=3)[CH:16]=[CH:17][CH:18]=2)=[O:12])[CH2:7][CH2:6][O:5][CH2:4][CH2:3]1.C(#N)C. Product: [ClH:1].[NH2:51][CH2:50][C@H:47]1[CH2:46][CH2:45][C@H:44]([C:42]([NH:41][C@H:26]([C:27](=[O:40])[NH:28][C:29]2[CH:30]=[CH:31][C:32]([C:35]3[NH:39][N:38]=[N:37][N:36]=3)=[CH:33][CH:34]=2)[CH2:25][C:21]2[CH:20]=[C:19]([C:15]3[CH:16]=[CH:17][CH:18]=[C:13]([C:11]([NH:10][CH2:9][CH2:8][N:2]4[CH2:3][CH2:4][O:5][CH2:6][CH2:7]4)=[O:12])[CH:14]=3)[CH:24]=[CH:23][CH:22]=2)=[O:43])[CH2:49][CH2:48]1. The catalyst class is: 12. (2) Reactant: C(=O)([O-])O.[Na+].Cl.[NH2:7][OH:8].[CH:9]([C:12]1[N:17]=[C:16]([C:18]#[N:19])[CH:15]=[C:14]([C:20]2[CH:25]=[CH:24][CH:23]=[CH:22][CH:21]=2)[N:13]=1)([CH3:11])[CH3:10]. Product: [CH:9]([C:12]1[N:17]=[C:16]([C:18](=[N:7][OH:8])[NH2:19])[CH:15]=[C:14]([C:20]2[CH:25]=[CH:24][CH:23]=[CH:22][CH:21]=2)[N:13]=1)([CH3:11])[CH3:10]. The catalyst class is: 8.